Dataset: Forward reaction prediction with 1.9M reactions from USPTO patents (1976-2016). Task: Predict the product of the given reaction. (1) Given the reactants Cl.Cl.Cl.[O:4]1[C:8]2[CH:9]=[CH:10][CH:11]=[C:12]([N:13]3[CH2:18][CH2:17][N:16]([CH2:19][CH2:20][C@H:21]4[CH2:26][CH2:25][C@H:24]([NH2:27])[CH2:23][CH2:22]4)[CH2:15][CH2:14]3)[C:7]=2[O:6][CH2:5]1.[O:28]1[CH2:33][CH2:32][N:31]([C:34]2[CH:42]=[CH:41][C:37]([C:38](O)=[O:39])=[CH:36][CH:35]=2)[CH2:30][CH2:29]1, predict the reaction product. The product is: [O:4]1[C:8]2[CH:9]=[CH:10][CH:11]=[C:12]([N:13]3[CH2:18][CH2:17][N:16]([CH2:19][CH2:20][C@H:21]4[CH2:26][CH2:25][C@H:24]([NH:27][C:38](=[O:39])[C:37]5[CH:36]=[CH:35][C:34]([N:31]6[CH2:32][CH2:33][O:28][CH2:29][CH2:30]6)=[CH:42][CH:41]=5)[CH2:23][CH2:22]4)[CH2:15][CH2:14]3)[C:7]=2[O:6][CH2:5]1. (2) Given the reactants [CH2:1]([O:8][N:9]1[C:14]2[N:15]=[CH:16][N:17]=[C:18](Cl)[C:13]=2[CH:12]=[C:11]([C:20]([O:22][CH2:23][CH3:24])=[O:21])[C:10]1=[O:25])[C:2]1[CH:7]=[CH:6][CH:5]=[CH:4][CH:3]=1.[CH2:26]([NH2:33])[C:27]1[CH:32]=[CH:31][CH:30]=[CH:29][CH:28]=1.C(N(CC)CC)C.C(OCC)(=O)C, predict the reaction product. The product is: [CH2:26]([NH:33][C:18]1[C:13]2[CH:12]=[C:11]([C:20]([O:22][CH2:23][CH3:24])=[O:21])[C:10](=[O:25])[N:9]([O:8][CH2:1][C:2]3[CH:7]=[CH:6][CH:5]=[CH:4][CH:3]=3)[C:14]=2[N:15]=[CH:16][N:17]=1)[C:27]1[CH:32]=[CH:31][CH:30]=[CH:29][CH:28]=1. (3) Given the reactants C1C2C(COC(=O)[NH:17][CH2:18][CH2:19][O:20][CH2:21][CH2:22][NH:23][C:24]([C:26]3[CH:50]=[CH:49][C:29]4[N:30]([CH3:48])[C:31]([NH:33][C:34]5[S:35][C:36]6[CH:42]=[C:41]([O:43][C:44]([F:47])([F:46])[F:45])[CH:40]=[CH:39][C:37]=6[N:38]=5)=[N:32][C:28]=4[CH:27]=3)=[O:25])C3C(=CC=CC=3)C=2C=CC=1.N1CCCCC1, predict the reaction product. The product is: [NH2:17][CH2:18][CH2:19][O:20][CH2:21][CH2:22][NH:23][C:24]([C:26]1[CH:50]=[CH:49][C:29]2[N:30]([CH3:48])[C:31]([NH:33][C:34]3[S:35][C:36]4[CH:42]=[C:41]([O:43][C:44]([F:45])([F:46])[F:47])[CH:40]=[CH:39][C:37]=4[N:38]=3)=[N:32][C:28]=2[CH:27]=1)=[O:25]. (4) The product is: [C:1]([O:5][C:6](=[O:7])[C:8]1[CH:13]=[CH:12][CH:11]=[C:10]([C:14]2[C:19]([CH3:20])=[CH:18][CH:17]=[C:16]([NH2:22])[N:15]=2)[CH:9]=1)([CH3:4])([CH3:3])[CH3:2]. Given the reactants [C:1]([O:5][C:6]([C:8]1[CH:9]=[C:10]([C:14]2[C:19]([CH3:20])=[CH:18][CH:17]=[CH:16][N+:15]=2[O-])[CH:11]=[CH:12][CH:13]=1)=[O:7])([CH3:4])([CH3:3])[CH3:2].[N:22]1C=CC=CC=1.CS(OS(C)(=O)=O)(=O)=O.C(CN)O, predict the reaction product.